This data is from TCR-epitope binding with 47,182 pairs between 192 epitopes and 23,139 TCRs. The task is: Binary Classification. Given a T-cell receptor sequence (or CDR3 region) and an epitope sequence, predict whether binding occurs between them. (1) The epitope is GTSGSPIINR. The TCR CDR3 sequence is CASSQSFDRRETQYF. Result: 0 (the TCR does not bind to the epitope). (2) The epitope is QECVRGTTVL. The TCR CDR3 sequence is CASSYSKDSSNEQFF. Result: 1 (the TCR binds to the epitope). (3) The epitope is FPPTSFGPL. The TCR CDR3 sequence is CASSSNRKDVTF. Result: 1 (the TCR binds to the epitope).